Dataset: Reaction yield outcomes from USPTO patents with 853,638 reactions. Task: Predict the reaction yield, written as a fraction of the theoretical maximum amount of product (1.0 means a 100% yield; for example, 0.34 means a 34% yield). (1) The reactants are [C:1]([C@H:4]1[N:9]([C:10]([O:12][CH2:13][C:14]2[CH:19]=[CH:18][CH:17]=[CH:16][CH:15]=2)=[O:11])[CH2:8][C@H:7]([C:20]([O:22][CH3:23])=[O:21])[CH2:6][CH2:5]1)(=[O:3])[CH3:2].[CH3:24][Mg+].[Br-]. The catalyst is C1COCC1. The product is [OH:3][C:1]([C@H:4]1[N:9]([C:10]([O:12][CH2:13][C:14]2[CH:15]=[CH:16][CH:17]=[CH:18][CH:19]=2)=[O:11])[CH2:8][C@H:7]([C:20]([O:22][CH3:23])=[O:21])[CH2:6][CH2:5]1)([CH3:24])[CH3:2]. The yield is 0.328. (2) The reactants are [C:1]([O:5][C:6](=[O:35])[NH:7][C:8]1([C:12]2[CH:17]=[CH:16][C:15]([C:18]3[C:19]([C:29]4[CH:34]=[CH:33][CH:32]=[CH:31][CH:30]=4)=[CH:20][C:21]4[NH:26][C:25](=[O:27])[CH2:24][O:23][C:22]=4[N:28]=3)=[CH:14][CH:13]=2)[CH2:11][CH2:10][CH2:9]1)([CH3:4])([CH3:3])[CH3:2].C(=O)([O-])[O-].[K+].[K+].Cl[CH2:43][C:44]([NH2:46])=[O:45]. The catalyst is CN(C=O)C. The product is [C:1]([O:5][C:6](=[O:35])[NH:7][C:8]1([C:12]2[CH:13]=[CH:14][C:15]([C:18]3[C:19]([C:29]4[CH:30]=[CH:31][CH:32]=[CH:33][CH:34]=4)=[CH:20][C:21]4[N:26]([CH2:43][C:44]([NH2:46])=[O:45])[C:25](=[O:27])[CH2:24][O:23][C:22]=4[N:28]=3)=[CH:16][CH:17]=2)[CH2:11][CH2:10][CH2:9]1)([CH3:4])([CH3:2])[CH3:3]. The yield is 0.670. (3) The reactants are [CH2:1]([OH:8])[C:2]1[CH:7]=[CH:6][CH:5]=[CH:4][CH:3]=1.Cl[S:10]([N:13]=[C:14]=[O:15])(=[O:12])=[O:11].[NH2:16][CH2:17][CH2:18][C:19]1[CH:24]=[CH:23][CH:22]=[CH:21][N:20]=1.Cl. The catalyst is C(#N)C.N1C=CC=CC=1. The product is [N:20]1[CH:21]=[CH:22][CH:23]=[CH:24][C:19]=1[CH2:18][CH2:17][NH:16][S:10]([NH:13][C:14](=[O:15])[O:8][CH2:1][C:2]1[CH:7]=[CH:6][CH:5]=[CH:4][CH:3]=1)(=[O:12])=[O:11]. The yield is 0.740. (4) The reactants are [CH3:1][O:2][C:3](=[O:32])[CH:4]=[CH:5][C:6]1[CH:11]=[CH:10][C:9]([O:12][C:13]2[CH:18]=[CH:17][C:16]([CH2:19][CH:20]([NH:24][C:25]([O:27][C:28]([CH3:31])([CH3:30])[CH3:29])=[O:26])[C:21]([OH:23])=[O:22])=[CH:15][CH:14]=2)=[CH:8][CH:7]=1.[H][H]. The catalyst is [Ni].CO. The product is [C:28]([O:27][C:25]([NH:24][CH:20]([CH2:19][C:16]1[CH:17]=[CH:18][C:13]([O:12][C:9]2[CH:8]=[CH:7][C:6]([CH2:5][CH2:4][C:3]([O:2][CH3:1])=[O:32])=[CH:11][CH:10]=2)=[CH:14][CH:15]=1)[C:21]([OH:23])=[O:22])=[O:26])([CH3:30])([CH3:31])[CH3:29]. The yield is 0.550. (5) The reactants are [Cl:1][C:2]1[CH:32]=[CH:31][CH:30]=[CH:29][C:3]=1[C:4]([NH:6]C(=O)NC1SC2C=C(S(CCNC3CCC3)(=O)=O)C=CC=2N=1)=[O:5].C1(P(C2C=CC=CC=2)C2C=CC=CC=2)C=CC=CC=1.[Br:52][CH2:53][CH2:54][OH:55].N(C(OC(C)(C)C)=O)=NC(OC(C)(C)C)=O. The catalyst is C1COCC1. The product is [Br:52][CH2:53][CH2:54][O:55][C:30]1[CH:31]=[CH:32][C:2]([Cl:1])=[C:3]([CH:29]=1)[C:4]([NH2:6])=[O:5]. The yield is 0.400. (6) The reactants are [Si:1]([O:8][CH2:9][C@@H:10]([OH:13])[CH2:11][Cl:12])([C:4]([CH3:7])([CH3:6])[CH3:5])([CH3:3])[CH3:2].[O:14]1[CH:19]=[CH:18][CH2:17][CH2:16][CH2:15]1.C1(C)C=CC(S([O-])(=O)=O)=CC=1.[NH+]1C=CC=CC=1. The catalyst is ClCCl. The product is [Si:1]([O:8][CH2:9][CH:10]([O:13][CH:15]1[CH2:16][CH2:17][CH2:18][CH2:19][O:14]1)[CH2:11][Cl:12])([C:4]([CH3:7])([CH3:6])[CH3:5])([CH3:3])[CH3:2]. The yield is 0.920.